This data is from Forward reaction prediction with 1.9M reactions from USPTO patents (1976-2016). The task is: Predict the product of the given reaction. The product is: [CH:1]1([C:6]2[NH:11][C:10](=[O:12])[C:9]3=[C:13]([CH2:14][CH3:15])[N:16]=[C:17]([CH:19]4[CH2:24][CH2:23][CH2:22][CH2:21][CH:20]4[CH3:25])[N:8]3[N:7]=2)[CH2:5][CH2:4][CH2:3][CH2:2]1. Given the reactants [CH:1]1([C:6]2[NH:11][C:10](=[O:12])[C:9]([CH:13]([NH:16][C:17]([CH:19]3[CH2:24][CH2:23][CH2:22][CH2:21][CH:20]3[CH3:25])=O)[CH2:14][CH3:15])=[N:8][N:7]=2)[CH2:5][CH2:4][CH2:3][CH2:2]1.P(Cl)(Cl)(Cl)=O, predict the reaction product.